Dataset: Forward reaction prediction with 1.9M reactions from USPTO patents (1976-2016). Task: Predict the product of the given reaction. (1) Given the reactants [CH3:1][C:2]1[C:14]([CH:15]([CH2:20][CH2:21][CH3:22])[C:16]([O:18]C)=[O:17])=[C:13]([C:23]2[CH:28]=[CH:27][C:26]([CH3:29])=[CH:25][CH:24]=2)[C:12]2[C:11]3[CH2:10][CH2:9][O:8][CH2:7][C:6]=3[S:5][C:4]=2[N:3]=1.[OH-].[Na+], predict the reaction product. The product is: [CH3:1][C:2]1[C:14]([CH:15]([CH2:20][CH2:21][CH3:22])[C:16]([OH:18])=[O:17])=[C:13]([C:23]2[CH:28]=[CH:27][C:26]([CH3:29])=[CH:25][CH:24]=2)[C:12]2[C:11]3[CH2:10][CH2:9][O:8][CH2:7][C:6]=3[S:5][C:4]=2[N:3]=1. (2) Given the reactants [Cl:1][C:2]1[C:3]([N+:26]([O-])=O)=[CH:4][C:5]([CH3:25])=[C:6]([CH:24]=1)[O:7][CH2:8][CH2:9][CH2:10][N:11]1[CH2:16][CH2:15][N:14]([C:17]([O:19][C:20]([CH3:23])([CH3:22])[CH3:21])=[O:18])[CH2:13][CH2:12]1.C([O-])=O.[NH4+].C1(C)C=CC=CC=1, predict the reaction product. The product is: [NH2:26][C:3]1[C:2]([Cl:1])=[CH:24][C:6]([O:7][CH2:8][CH2:9][CH2:10][N:11]2[CH2:16][CH2:15][N:14]([C:17]([O:19][C:20]([CH3:23])([CH3:21])[CH3:22])=[O:18])[CH2:13][CH2:12]2)=[C:5]([CH3:25])[CH:4]=1. (3) Given the reactants O1[C:5]2([CH2:10][CH2:9][CH:8]([NH:11][S:12]([C:15]3[CH:19]=[C:18]([Cl:20])[S:17][C:16]=3[Cl:21])(=[O:14])=[O:13])[CH2:7][CH2:6]2)[O:4]CC1.[OH-].[Na+].[Na+].[Cl-].C(Cl)Cl, predict the reaction product. The product is: [O:4]=[C:5]1[CH2:6][CH2:7][CH:8]([NH:11][S:12]([C:15]2[CH:19]=[C:18]([Cl:20])[S:17][C:16]=2[Cl:21])(=[O:14])=[O:13])[CH2:9][CH2:10]1. (4) Given the reactants Br[C:2]1[CH:3]=[C:4]2[C:9](=[CH:10][CH:11]=1)[N:8]([CH2:12][CH2:13][N:14]1[CH2:19][CH2:18][O:17][CH2:16][CH2:15]1)[C:7](=[O:20])[N:6]=[CH:5]2.[CH:21]1([NH:24][C:25](=[O:42])[C:26]2[CH:31]=[CH:30][C:29]([CH3:32])=[C:28](B3OC(C)(C)C(C)(C)O3)[CH:27]=2)[CH2:23][CH2:22]1, predict the reaction product. The product is: [CH:21]1([NH:24][C:25](=[O:42])[C:26]2[CH:31]=[CH:30][C:29]([CH3:32])=[C:28]([C:2]3[CH:3]=[C:4]4[C:9](=[CH:10][CH:11]=3)[N:8]([CH2:12][CH2:13][N:14]3[CH2:19][CH2:18][O:17][CH2:16][CH2:15]3)[C:7](=[O:20])[N:6]=[CH:5]4)[CH:27]=2)[CH2:22][CH2:23]1. (5) The product is: [ClH:39].[CH3:8][O:9][C:10]1[CH:15]=[CH:14][C:13]([C:16]2[N:17]=[CH:18][N:19]([C:21]([N:23]([CH3:24])[CH:25]3[CH2:30][CH2:29][NH:28][CH2:27][CH2:26]3)=[O:22])[CH:20]=2)=[CH:12][C:11]=1[CH3:38]. Given the reactants C(O)(C(F)(F)F)=O.[CH3:8][O:9][C:10]1[CH:15]=[CH:14][C:13]([C:16]2[N:17]=[CH:18][N:19]([C:21]([N:23]([CH:25]3[CH2:30][CH2:29][N:28](C(OC(C)(C)C)=O)[CH2:27][CH2:26]3)[CH3:24])=[O:22])[CH:20]=2)=[CH:12][C:11]=1[CH3:38].[ClH:39], predict the reaction product. (6) Given the reactants C(O[C:6]([N:8]([C@H:10]1[CH2:14][CH2:13][N:12]([S:15]([C:18]2[C:19]3[C:20]([Br:28])=[CH:21][N:22]=[CH:23][C:24]=3[CH:25]=[CH:26][CH:27]=2)(=[O:17])=[O:16])[CH2:11]1)C)=O)(C)(C)C.[ClH:29].CO, predict the reaction product. The product is: [Br:28][C:20]1[C:19]2[C:18]([S:15]([N:12]3[CH2:13][CH2:14][C@H:10]([NH:8][CH3:6])[CH2:11]3)(=[O:16])=[O:17])=[CH:27][CH:26]=[CH:25][C:24]=2[CH:23]=[N:22][CH:21]=1.[ClH:29].